Task: Predict the product of the given reaction.. Dataset: Forward reaction prediction with 1.9M reactions from USPTO patents (1976-2016) (1) Given the reactants [CH3:1][O:2][C:3](=[O:18])[CH:4]([C:9](=[O:17])[C:10]1[CH:15]=[CH:14][C:13]([Br:16])=[CH:12][CH:11]=1)/[C:5](=[N:7]/C)/[CH3:6].Cl.NO, predict the reaction product. The product is: [CH3:1][O:2][C:3]([C:4]1[C:5]([CH3:6])=[N:7][O:17][C:9]=1[C:10]1[CH:15]=[CH:14][C:13]([Br:16])=[CH:12][CH:11]=1)=[O:18]. (2) Given the reactants [C:1]([O:5][C:6](=[O:50])[CH2:7][C@H:8]([NH:24][C:25]([C@@H:27]1[CH2:32][CH2:31][CH2:30][N:29]([C:33](=[O:49])[CH2:34][CH2:35][CH:36]2[CH2:41][CH2:40][N:39]([C:42]([O:44][C:45]([CH3:48])([CH3:47])[CH3:46])=[O:43])[CH2:38][CH2:37]2)[CH2:28]1)=[O:26])[C:9]1[CH:10]=[N:11][CH:12]=[C:13]([CH2:15][CH2:16][C:17]2[CH:22]=[CH:21][C:20]([OH:23])=[CH:19][CH:18]=2)[CH:14]=1)([CH3:4])([CH3:3])[CH3:2].C(=O)([O-])[O-].[Cs+].[Cs+].[CH3:57][C:58]1[CH:63]=[CH:62][C:61]([S:64]([O:67][CH2:68][CH2:69]OS(C2C=CC(C)=CC=2)(=O)=O)(=[O:66])=[O:65])=[CH:60][CH:59]=1, predict the reaction product. The product is: [C:1]([O:5][C:6](=[O:50])[CH2:7][C@H:8]([NH:24][C:25]([C@@H:27]1[CH2:32][CH2:31][CH2:30][N:29]([C:33](=[O:49])[CH2:34][CH2:35][CH:36]2[CH2:41][CH2:40][N:39]([C:42]([O:44][C:45]([CH3:48])([CH3:47])[CH3:46])=[O:43])[CH2:38][CH2:37]2)[CH2:28]1)=[O:26])[C:9]1[CH:10]=[N:11][CH:12]=[C:13]([CH2:15][CH2:16][C:17]2[CH:22]=[CH:21][C:20]([O:23][CH2:69][CH2:68][O:67][S:64]([C:61]3[CH:62]=[CH:63][C:58]([CH3:57])=[CH:59][CH:60]=3)(=[O:66])=[O:65])=[CH:19][CH:18]=2)[CH:14]=1)([CH3:3])([CH3:2])[CH3:4]. (3) Given the reactants [CH3:1][C:2]1[N:3]=[C:4]([C:11]2[CH:16]=[CH:15][C:14]([C:17]([F:20])([F:19])[F:18])=[CH:13][CH:12]=2)[O:5][C:6]=1[C:7](=[O:10])[CH2:8][CH3:9].CC1N=C(C2C=CC(C(F)(F)F)=CC=2)OC=1C(O)CC.O1CCCC1.[BH4-].[Li+], predict the reaction product. The product is: [CH3:1][C:2]1[N:3]=[C:4]([C:11]2[CH:16]=[CH:15][C:14]([C:17]([F:20])([F:18])[F:19])=[CH:13][CH:12]=2)[O:5][C:6]=1[CH:7]([OH:10])[CH2:8][CH3:9]. (4) Given the reactants [CH2:1]([C:3]1[N:4]=[C:5]([C@@H:8]([NH2:19])[CH2:9][C:10]2[CH:15]=[CH:14][C:13]([N+:16]([O-:18])=[O:17])=[CH:12][CH:11]=2)[O:6][CH:7]=1)[CH3:2].[C:20]1([CH2:26][C:27](O)=[O:28])[CH:25]=[CH:24][CH:23]=[CH:22][CH:21]=1.ON1C2C=CC=CC=2N=N1.CN(C)CCCN=C=NCC.C(N(CC)CC)C, predict the reaction product. The product is: [CH2:1]([C:3]1[N:4]=[C:5]([CH:8]([NH:19][C:27](=[O:28])[CH2:26][C:20]2[CH:25]=[CH:24][CH:23]=[CH:22][CH:21]=2)[CH2:9][C:10]2[CH:15]=[CH:14][C:13]([N+:16]([O-:18])=[O:17])=[CH:12][CH:11]=2)[O:6][CH:7]=1)[CH3:2]. (5) Given the reactants [CH3:1][C:2]1[O:6][C:5]([C:7]2[CH:8]=[CH:9][C:10]3[O:14][CH:13]=[C:12]([C:15]4[CH:24]=[CH:23][C:18]([C:19](OC)=[O:20])=[CH:17][CH:16]=4)[C:11]=3[CH:25]=2)=[N:4][N:3]=1.[H-].[Al+3].[Li+].[H-].[H-].[H-].O.O.O.O.O.O.O.O.O.O.S([O-])([O-])(=O)=O.[Na+].[Na+], predict the reaction product. The product is: [CH3:1][C:2]1[O:6][C:5]([C:7]2[CH:8]=[CH:9][C:10]3[O:14][CH:13]=[C:12]([C:15]4[CH:24]=[CH:23][C:18]([CH2:19][OH:20])=[CH:17][CH:16]=4)[C:11]=3[CH:25]=2)=[N:4][N:3]=1. (6) Given the reactants [F:1][C:2]1[CH:3]=[C:4]([C:26](=[O:28])[CH3:27])[CH:5]=[CH:6][C:7]=1[C:8]1[S:9][C:10]2[C:15]([N:16]=1)=[CH:14][CH:13]=[C:12]([C:17]1([C:20]3[CH:25]=[CH:24][CH:23]=[CH:22][CH:21]=3)[CH2:19][CH2:18]1)[N:11]=2.[CH3:29][Mg]Cl.C1COCC1, predict the reaction product. The product is: [F:1][C:2]1[CH:3]=[C:4]([C:26]([OH:28])([CH3:29])[CH3:27])[CH:5]=[CH:6][C:7]=1[C:8]1[S:9][C:10]2[C:15]([N:16]=1)=[CH:14][CH:13]=[C:12]([C:17]1([C:20]3[CH:21]=[CH:22][CH:23]=[CH:24][CH:25]=3)[CH2:18][CH2:19]1)[N:11]=2. (7) Given the reactants [OH:1][C:2]1[CH:3]=[CH:4][C:5]2[C:6]3[N:7]([CH2:21][CH2:22][N:23]=3)[C:8]([NH:12][C:13](=[O:20])[C:14]3[CH:19]=[CH:18][CH:17]=[N:16][CH:15]=3)=[N:9][C:10]=2[CH:11]=1.C([O-])([O-])=O.[K+].[K+].Cl[CH2:31][CH2:32][CH2:33][S:34]([N:37]1[CH2:42][CH2:41][O:40][CH2:39][CH2:38]1)(=[O:36])=[O:35].O, predict the reaction product. The product is: [N:37]1([S:34]([CH2:33][CH2:32][CH2:31][O:1][C:2]2[CH:3]=[CH:4][C:5]3[C:6]4[N:7]([CH2:21][CH2:22][N:23]=4)[C:8]([NH:12][C:13](=[O:20])[C:14]4[CH:19]=[CH:18][CH:17]=[N:16][CH:15]=4)=[N:9][C:10]=3[CH:11]=2)(=[O:36])=[O:35])[CH2:38][CH2:39][O:40][CH2:41][CH2:42]1. (8) Given the reactants [C:1]1([CH:7]([CH2:9][CH2:10][CH2:11][CH2:12][CH2:13][CH2:14][CH2:15][CH3:16])[CH3:8])[CH:6]=[CH:5][CH:4]=[CH:3][CH:2]=1.C=O.[Br-:19].[Na+].S(=O)(=O)(O)O.[C:26](O)(=O)C, predict the reaction product. The product is: [Br:19][CH2:26][C:2]1[CH:3]=[CH:4][CH:5]=[CH:6][C:1]=1[CH:7]([CH2:9][CH2:10][CH2:11][CH2:12][CH2:13][CH2:14][CH2:15][CH3:16])[CH3:8]. (9) Given the reactants [NH2:1][C:2]1[CH:7]=[CH:6][C:5]([Cl:8])=[CH:4][C:3]=1[C:9]([C:11]1[CH:16]=[CH:15][CH:14]=[C:13]([O:17][CH3:18])[C:12]=1[O:19][CH3:20])=[O:10].[CH:21]([CH:23]=O)=O.[Cl-].[NH4+:26].[CH2:27]=O.P(=O)(O)(O)O.[OH-].[Na+], predict the reaction product. The product is: [Cl:8][C:5]1[CH:6]=[CH:7][C:2]([N:1]2[CH:23]=[CH:21][N:26]=[CH:27]2)=[C:3]([C:9]([C:11]2[CH:16]=[CH:15][CH:14]=[C:13]([O:17][CH3:18])[C:12]=2[O:19][CH3:20])=[O:10])[CH:4]=1. (10) Given the reactants [Br:1][C:2]1[CH:3]=[N:4][NH:5][CH:6]=1.[O:7]1[CH:12]=[CH:11][CH2:10][CH2:9][CH2:8]1, predict the reaction product. The product is: [Br:1][C:2]1[CH:3]=[N:4][N:5]([CH:8]2[CH2:9][CH2:10][CH2:11][CH2:12][O:7]2)[CH:6]=1.